Dataset: Forward reaction prediction with 1.9M reactions from USPTO patents (1976-2016). Task: Predict the product of the given reaction. (1) Given the reactants [CH3:1][O:2][C:3](=[O:25])[CH2:4][C:5]1[C:9]2[CH:10]=[C:11](Br)[C:12]([O:14][CH2:15][C:16]3[CH:21]=[CH:20][C:19]([Cl:22])=[CH:18][C:17]=3[Cl:23])=[CH:13][C:8]=2[O:7][CH:6]=1.[C:26]([O-])([O-])=O.[Na+].[Na+].CB(O)O, predict the reaction product. The product is: [CH3:1][O:2][C:3](=[O:25])[CH2:4][C:5]1[C:9]2[CH:10]=[C:11]([CH3:26])[C:12]([O:14][CH2:15][C:16]3[CH:21]=[CH:20][C:19]([Cl:22])=[CH:18][C:17]=3[Cl:23])=[CH:13][C:8]=2[O:7][CH:6]=1. (2) The product is: [C:51]([N:33]1[CH2:32][CH2:31][N:30]([C:27]2[CH:28]=[CH:29][C:24]([NH:23][C:19]3[CH:18]=[C:17]([N:15]([CH3:16])[C:14]([NH:13][C:3]4[C:2]([Cl:1])=[C:7]([O:8][CH3:9])[CH:6]=[C:5]([O:10][CH3:11])[C:4]=4[Cl:12])=[O:41])[N:22]=[CH:21][N:20]=3)=[C:25]([NH:36][C:37](=[O:40])[CH:38]=[CH2:39])[CH:26]=2)[CH2:35][CH2:34]1)(=[O:53])[CH3:52]. Given the reactants [Cl:1][C:2]1[C:7]([O:8][CH3:9])=[CH:6][C:5]([O:10][CH3:11])=[C:4]([Cl:12])[C:3]=1[NH:13][C:14](=[O:41])[N:15]([C:17]1[N:22]=[CH:21][N:20]=[C:19]([NH:23][C:24]2[CH:29]=[CH:28][C:27]([N:30]3[CH2:35][CH2:34][NH:33][CH2:32][CH2:31]3)=[CH:26][C:25]=2[NH:36][C:37](=[O:40])[CH:38]=[CH2:39])[CH:18]=1)[CH3:16].CCN(C(C)C)C(C)C.[C:51](Cl)(=[O:53])[CH3:52], predict the reaction product.